This data is from Full USPTO retrosynthesis dataset with 1.9M reactions from patents (1976-2016). The task is: Predict the reactants needed to synthesize the given product. (1) Given the product [CH3:9][C:1]1[CH:6]=[C:5]2[C:4](=[CH:3][CH:2]=1)[CH:7]=[N:14][CH:13]=[CH:12]2, predict the reactants needed to synthesize it. The reactants are: [C:1]1([CH3:9])[CH:6]=[CH:5][C:4]([CH:7]=O)=[CH:3][CH:2]=1.CO[CH:12](OC)[CH2:13][NH2:14].ClC(OCC)=O.P(OCC)(OCC)OCC. (2) Given the product [Cl:21][C:22]1[CH:23]=[CH:24][C:25]([C:28]2[CH:29]=[CH:30][C:31]([C:34]#[C:35][C:2]3[CH:3]=[CH:4][C:5]4[O:10][C:9]([CH2:11][N:12]5[CH2:17][CH2:16][CH:15]([CH3:18])[CH2:14][CH2:13]5)=[CH:8][C:7](=[O:19])[C:6]=4[CH:20]=3)=[N:32][CH:33]=2)=[CH:26][CH:27]=1, predict the reactants needed to synthesize it. The reactants are: I[C:2]1[CH:3]=[CH:4][C:5]2[O:10][C:9]([CH2:11][N:12]3[CH2:17][CH2:16][CH:15]([CH3:18])[CH2:14][CH2:13]3)=[CH:8][C:7](=[O:19])[C:6]=2[CH:20]=1.[Cl:21][C:22]1[CH:27]=[CH:26][C:25]([C:28]2[CH:29]=[CH:30][C:31]([C:34]#[CH:35])=[N:32][CH:33]=2)=[CH:24][CH:23]=1. (3) Given the product [C:15]([C:14]1[CH:13]([C:5]2[CH:6]=[CH:7][CH:8]=[C:9]3[C:4]=2[O:3][C:2]([CH3:1])=[CH:11][C:10]3=[O:12])[C:28]([C:29]([O:31][CH:32]2[CH2:35][CH2:34][CH2:33]2)=[O:30])=[C:27]([CH3:36])[NH:26][C:23]=1[CH3:24])(=[O:16])[C:17]1[CH:18]=[CH:19][CH:20]=[CH:21][CH:22]=1, predict the reactants needed to synthesize it. The reactants are: [CH3:1][C:2]1[O:3][C:4]2[C:9]([C:10](=[O:12])[CH:11]=1)=[CH:8][CH:7]=[CH:6][C:5]=2[CH:13]=[C:14]([C:23](=O)[CH3:24])[C:15]([C:17]1[CH:22]=[CH:21][CH:20]=[CH:19][CH:18]=1)=[O:16].[NH2:26]/[C:27](/[CH3:36])=[CH:28]\[C:29]([O:31][CH:32]1[CH2:35][CH2:34][CH2:33]1)=[O:30]. (4) Given the product [C:1]([O:5][C:6]([NH:8][C@H:9]([C:18]([O:20][CH3:21])=[O:19])[CH2:10][C:11]1[CH:12]=[CH:13][C:14]([O:17][CH2:40][CH2:39][C:37]2[CH:36]=[CH:35][C:31]3[O:32][CH2:33][CH2:34][N:29]([C:27]([O:26][C:22]([CH3:23])([CH3:25])[CH3:24])=[O:28])[C:30]=3[N:38]=2)=[CH:15][CH:16]=1)=[O:7])([CH3:3])([CH3:4])[CH3:2], predict the reactants needed to synthesize it. The reactants are: [C:1]([O:5][C:6]([NH:8][C@H:9]([C:18]([O:20][CH3:21])=[O:19])[CH2:10][C:11]1[CH:16]=[CH:15][C:14]([OH:17])=[CH:13][CH:12]=1)=[O:7])([CH3:4])([CH3:3])[CH3:2].[C:22]([O:26][C:27]([N:29]1[CH2:34][CH2:33][O:32][C:31]2[CH:35]=[CH:36][C:37]([CH2:39][CH2:40]O)=[N:38][C:30]1=2)=[O:28])([CH3:25])([CH3:24])[CH3:23].C1(P(C2C=CC=CC=2)C2C=CC=CC=2)C=CC=CC=1. (5) Given the product [NH2:23][CH:3]1[CH2:2][CH2:7][N:8]([C:9]([N:11]2[CH2:15][CH2:14][C@@H:13]([NH2:16])[CH2:12]2)=[O:10])[CH2:5][CH2:4]1, predict the reactants needed to synthesize it. The reactants are: N[CH:2]1[CH2:7]C[CH:5]([NH:8][C:9]([N:11]2[CH2:15][CH2:14][C@@H:13]([NH2:16])[CH2:12]2)=[O:10])[CH2:4][CH2:3]1.C(OC(=O)[NH:23]C1CCNCC1)(C)(C)C. (6) The reactants are: [CH3:1][C:2]1[CH:7]=[C:6]([CH3:8])[CH:5]=[C:4]([CH3:9])[C:3]=1[S:10]([NH:13][C:14]1[CH:15]=[N:16][C:17]([O:20][C:21]2[CH:29]=[C:28]3[C:24]([CH:25]=[C:26]([C:31]([N:33]4[CH2:38][CH2:37][N:36]([CH2:39][C:40]5[CH:45]=[CH:44][C:43]([O:46][CH2:47][C:48]([F:51])([F:50])[F:49])=[CH:42][CH:41]=5)[CH2:35][CH2:34]4)=[O:32])[N:27]3[CH3:30])=[CH:23][CH:22]=2)=[CH:18][CH:19]=1)(=[O:12])=[O:11].[H-].[Na+].I[CH3:55].O. Given the product [CH3:9][C:4]1[CH:5]=[C:6]([CH3:8])[CH:7]=[C:2]([CH3:1])[C:3]=1[S:10]([N:13]([CH3:55])[C:14]1[CH:15]=[N:16][C:17]([O:20][C:21]2[CH:29]=[C:28]3[C:24]([CH:25]=[C:26]([C:31]([N:33]4[CH2:34][CH2:35][N:36]([CH2:39][C:40]5[CH:41]=[CH:42][C:43]([O:46][CH2:47][C:48]([F:50])([F:49])[F:51])=[CH:44][CH:45]=5)[CH2:37][CH2:38]4)=[O:32])[N:27]3[CH3:30])=[CH:23][CH:22]=2)=[CH:18][CH:19]=1)(=[O:11])=[O:12], predict the reactants needed to synthesize it. (7) Given the product [C:27]1([C:33]2[O:37][C:36]3[CH:38]=[CH:39][NH:14][C:8](=[O:7])[C:35]=3[CH:34]=2)[CH:28]=[CH:29][CH:30]=[CH:31][CH:32]=1, predict the reactants needed to synthesize it. The reactants are: C1([O:7][C:8]2C=CC=CC=2)C=CC=CC=1.[N:14](CCCC)(CCCC)CCCC.[C:27]1([C:33]2[O:37][C:36](/[CH:38]=[CH:39]/C(N=[N+]=[N-])=O)=[CH:35][CH:34]=2)[CH:32]=[CH:31][CH:30]=[CH:29][CH:28]=1. (8) Given the product [OH:6][CH2:7][C@@H:8]1[C@@H:10]([OH:11])[C@@H:12]([OH:13])[C@@H:14]([O:15][CH3:16])[O:9]1, predict the reactants needed to synthesize it. The reactants are: OS(O)(=O)=O.[O:6]=[CH:7][C@@H:8]([C@@H:10]([C@@H:12]([CH2:14][OH:15])[OH:13])[OH:11])[OH:9].[CH3:16]O. (9) Given the product [Br:1][C:2]1[C:7]([O:8][CH3:9])=[CH:6][C:5]([C:10]2[O:11][C:12]([C:20](=[O:36])[CH:21]([O:34][CH3:35])[C:22]3[CH:27]=[CH:26][C:25]([C:28]4[N:29]=[N:30][N:31]([CH3:33])[N:32]=4)=[CH:24][CH:23]=3)=[CH:13][CH:14]=2)=[CH:4][C:3]=1[O:15][CH3:16], predict the reactants needed to synthesize it. The reactants are: [Br:1][C:2]1[C:7]([O:8][CH3:9])=[CH:6][C:5]([C:10]2[O:11][CH:12]=[CH:13][CH:14]=2)=[CH:4][C:3]=1[O:15][CH3:16].CON(C)[C:20](=[O:36])[CH:21]([O:34][CH3:35])[C:22]1[CH:27]=[CH:26][C:25]([C:28]2[N:29]=[N:30][N:31]([CH3:33])[N:32]=2)=[CH:24][CH:23]=1. (10) Given the product [S:19]1[C:14]2[CH:15]=[CH:16][CH:17]=[CH:18][C:13]=2[N:12]=[C:31]1[C:28]1[CH:27]=[CH:26][C:25]2[C:30](=[C:21]([OH:20])[CH:22]=[CH:23][CH:24]=2)[N:29]=1, predict the reactants needed to synthesize it. The reactants are: OC1C=CC=C2C=1N=CC=C2.[NH2:12][C:13]1[CH:18]=[CH:17][CH:16]=[CH:15][C:14]=1[SH:19].[OH:20][C:21]1[CH:22]=[CH:23][CH:24]=[C:25]2[C:30]=1[N:29]=[C:28]([C:31](O)=O)[CH:27]=[CH:26]2.O=O.